From a dataset of Forward reaction prediction with 1.9M reactions from USPTO patents (1976-2016). Predict the product of the given reaction. (1) Given the reactants [Cl:1][C:2]1[CH:10]=[CH:9][CH:8]=[C:7]([F:11])[C:3]=1[C:4]([OH:6])=O.C(Cl)(=O)C(Cl)=O.[CH2:18]([NH:20][CH2:21][C:22]1[CH:27]=[CH:26][C:25]([CH2:28][N:29]2[CH2:34][CH2:33][N:32]([C:35]3[C:40]([C:41]([O:43][CH:44]([CH3:46])[CH3:45])=[O:42])=[CH:39][CH:38]=[CH:37][N:36]=3)[CH2:31][CH2:30]2)=[CH:24][CH:23]=1)[CH3:19].N1C=CC(C)=CC=1C, predict the reaction product. The product is: [Cl:1][C:2]1[CH:10]=[CH:9][CH:8]=[C:7]([F:11])[C:3]=1[C:4]([N:20]([CH2:21][C:22]1[CH:27]=[CH:26][C:25]([CH2:28][N:29]2[CH2:30][CH2:31][N:32]([C:35]3[C:40]([C:41]([O:43][CH:44]([CH3:45])[CH3:46])=[O:42])=[CH:39][CH:38]=[CH:37][N:36]=3)[CH2:33][CH2:34]2)=[CH:24][CH:23]=1)[CH2:18][CH3:19])=[O:6]. (2) Given the reactants [CH3:1][O:2][C:3]1[C:4]([NH2:10])=[N:5][CH:6]=[C:7]([CH3:9])[N:8]=1.[Cl:11][C:12]1[CH:13]=[C:14]([S:18](Cl)(=[O:20])=[O:19])[CH:15]=[CH:16][CH:17]=1, predict the reaction product. The product is: [Cl:11][C:12]1[CH:13]=[C:14]([S:18]([NH:10][C:4]2[C:3]([O:2][CH3:1])=[N:8][C:7]([CH3:9])=[CH:6][N:5]=2)(=[O:20])=[O:19])[CH:15]=[CH:16][CH:17]=1. (3) Given the reactants [NH2:1][C:2]1[CH:33]=[CH:32][C:5]([C:6]([N:8]2[CH2:13][CH2:12][CH:11]([NH:14][C:15]3[N:20]=[C:19]([C:21]4[C:29]5[C:24](=[CH:25][CH:26]=[CH:27][CH:28]=5)[NH:23][CH:22]=4)[C:18]([C:30]#[N:31])=[CH:17][N:16]=3)[CH2:10][CH2:9]2)=[O:7])=[CH:4][CH:3]=1.C[CH2:35][N:36]([CH:40]([CH3:42])C)[CH:37](C)C.BrC/C=[CH:46]/[C:47](Cl)=[O:48].C(Cl)Cl.CNC, predict the reaction product. The product is: [C:30]([C:18]1[C:19]([C:21]2[C:29]3[C:24](=[CH:25][CH:26]=[CH:27][CH:28]=3)[NH:23][CH:22]=2)=[N:20][C:15]([NH:14][CH:11]2[CH2:12][CH2:13][N:8]([C:6]([C:5]3[CH:32]=[CH:33][C:2]([NH:1][C:47](=[O:48])/[CH:46]=[CH:42]/[CH2:40][N:36]([CH3:35])[CH3:37])=[CH:3][CH:4]=3)=[O:7])[CH2:9][CH2:10]2)=[N:16][CH:17]=1)#[N:31]. (4) Given the reactants [F:1][C:2]([F:23])([F:22])[C:3]1[CH:4]=[C:5]([C:9]2[N:10]=[C:11]3[C:16]([C:17]([O:19]C)=[O:18])=[N:15][CH:14]=[CH:13][N:12]3[CH:21]=2)[CH:6]=[CH:7][CH:8]=1.Cl, predict the reaction product. The product is: [F:22][C:2]([F:1])([F:23])[C:3]1[CH:4]=[C:5]([C:9]2[N:10]=[C:11]3[C:16]([C:17]([OH:19])=[O:18])=[N:15][CH:14]=[CH:13][N:12]3[CH:21]=2)[CH:6]=[CH:7][CH:8]=1.